This data is from NCI-60 drug combinations with 297,098 pairs across 59 cell lines. The task is: Regression. Given two drug SMILES strings and cell line genomic features, predict the synergy score measuring deviation from expected non-interaction effect. (1) Drug 1: C1=CC=C(C=C1)NC(=O)CCCCCCC(=O)NO. Drug 2: CC(C)CN1C=NC2=C1C3=CC=CC=C3N=C2N. Cell line: A498. Synergy scores: CSS=6.72, Synergy_ZIP=-2.32, Synergy_Bliss=-1.38, Synergy_Loewe=-3.44, Synergy_HSA=-3.02. (2) Drug 1: CCCS(=O)(=O)NC1=C(C(=C(C=C1)F)C(=O)C2=CNC3=C2C=C(C=N3)C4=CC=C(C=C4)Cl)F. Drug 2: CC1=C(C(=O)C2=C(C1=O)N3CC4C(C3(C2COC(=O)N)OC)N4)N. Cell line: CAKI-1. Synergy scores: CSS=30.5, Synergy_ZIP=5.31, Synergy_Bliss=7.07, Synergy_Loewe=-7.27, Synergy_HSA=7.95.